Dataset: Reaction yield outcomes from USPTO patents with 853,638 reactions. Task: Predict the reaction yield, written as a fraction of the theoretical maximum amount of product (1.0 means a 100% yield; for example, 0.34 means a 34% yield). (1) No catalyst specified. The product is [F:22][C:19]1[CH:20]=[CH:21][C:16]([CH2:15][O:14][C:11]2[CH:12]=[CH:13][C:8]([NH:7][C:5](=[O:6])[CH2:4][C:3]([NH2:25])=[O:2])=[CH:9][CH:10]=2)=[CH:17][CH:18]=1. The yield is 0.800. The reactants are C[O:2][C:3](=O)[CH2:4][C:5]([NH:7][C:8]1[CH:13]=[CH:12][C:11]([O:14][CH2:15][C:16]2[CH:21]=[CH:20][C:19]([F:22])=[CH:18][CH:17]=2)=[CH:10][CH:9]=1)=[O:6].[OH-].[NH4+:25]. (2) The reactants are Cl[C:2]1[N:7]=[C:6]([NH:8][C:9]([C:11]2([C:14]3[CH:24]=[CH:23][C:17]4[O:18][C:19]([F:22])([F:21])[O:20][C:16]=4[CH:15]=3)[CH2:13][CH2:12]2)=[O:10])[CH:5]=[CH:4][C:3]=1[CH3:25].[CH3:26][O:27][C:28]1[C:33]([CH3:34])=[CH:32][C:31](B2OC(C)(C)C(C)(C)O2)=[CH:30][N:29]=1.C(=O)([O-])[O-].[Na+].[Na+]. The yield is 0.510. The product is [F:21][C:19]1([F:22])[O:18][C:17]2[CH:23]=[CH:24][C:14]([C:11]3([C:9]([NH:8][C:6]4[N:7]=[C:2]([C:31]5[CH:30]=[N:29][C:28]([O:27][CH3:26])=[C:33]([CH3:34])[CH:32]=5)[C:3]([CH3:25])=[CH:4][CH:5]=4)=[O:10])[CH2:13][CH2:12]3)=[CH:15][C:16]=2[O:20]1. The catalyst is COCCOC.C(OCC)(=O)C.C1C=CC([P]([Pd]([P](C2C=CC=CC=2)(C2C=CC=CC=2)C2C=CC=CC=2)([P](C2C=CC=CC=2)(C2C=CC=CC=2)C2C=CC=CC=2)[P](C2C=CC=CC=2)(C2C=CC=CC=2)C2C=CC=CC=2)(C2C=CC=CC=2)C2C=CC=CC=2)=CC=1.